Dataset: Full USPTO retrosynthesis dataset with 1.9M reactions from patents (1976-2016). Task: Predict the reactants needed to synthesize the given product. The reactants are: [CH3:1][C:2]([C:11]1[CH:16]=[CH:15][CH:14]=[CH:13][CH:12]=1)([C:8](=O)[CH3:9])[C:3](OCC)=[O:4].O.[NH2:18][NH2:19]. Given the product [CH3:9][C:8]1[C:2]([CH3:1])([C:11]2[CH:16]=[CH:15][CH:14]=[CH:13][CH:12]=2)[C:3](=[O:4])[NH:19][N:18]=1, predict the reactants needed to synthesize it.